Dataset: Full USPTO retrosynthesis dataset with 1.9M reactions from patents (1976-2016). Task: Predict the reactants needed to synthesize the given product. (1) Given the product [CH3:9][O:8][C:4]1[CH:3]=[C:2]([N:10]2[C:18]3[C:13](=[C:14]([CH2:19][N:20]4[CH2:25][CH2:24][CH:23]([C:26]5[CH:27]=[C:28]([NH:32][C:33](=[O:37])[CH:34]([CH3:35])[CH3:36])[CH:29]=[CH:30][CH:31]=5)[CH2:22][CH2:21]4)[CH:15]=[CH:16][CH:17]=3)[CH:12]=[CH:11]2)[CH:7]=[CH:6][CH:5]=1, predict the reactants needed to synthesize it. The reactants are: I[C:2]1[CH:7]=[CH:6][CH:5]=[C:4]([O:8][CH3:9])[CH:3]=1.[NH:10]1[C:18]2[C:13](=[C:14]([CH2:19][N:20]3[CH2:25][CH2:24][CH:23]([C:26]4[CH:27]=[C:28]([NH:32][C:33](=[O:37])[CH:34]([CH3:36])[CH3:35])[CH:29]=[CH:30][CH:31]=4)[CH2:22][CH2:21]3)[CH:15]=[CH:16][CH:17]=2)[CH:12]=[CH:11]1. (2) Given the product [Br:15][CH2:16][CH2:17][C:18]([NH:5][CH2:4][CH2:3][O:2][CH3:1])=[O:19], predict the reactants needed to synthesize it. The reactants are: [CH3:1][O:2][CH2:3][CH2:4][NH2:5].CCN(C(C)C)C(C)C.[Br:15][CH2:16][CH2:17][C:18](Cl)=[O:19]. (3) Given the product [F:1][C:2]1[CH:3]=[C:4]([CH:8]=[CH:9][C:10]2[CH:11]=[CH:12][C:13]([NH2:16])=[CH:14][CH:15]=2)[CH:5]=[CH:6][CH:7]=1, predict the reactants needed to synthesize it. The reactants are: [F:1][C:2]1[CH:3]=[C:4]([CH:8]=[CH:9][C:10]2[CH:15]=[CH:14][C:13]([N+:16]([O-])=O)=[CH:12][CH:11]=2)[CH:5]=[CH:6][CH:7]=1. (4) Given the product [CH2:2]([C:8]1[N:16]=[C:15]2[C:11]([N:12]=[CH:13][N:14]2[CH2:17][C:18]2[CH:19]=[CH:20][C:21]([O:24][CH3:25])=[CH:22][CH:23]=2)=[C:10]([C:26]2[O:27][CH:28]=[CH:29][CH:30]=2)[N:9]=1)[CH2:3][CH2:4][CH3:5], predict the reactants needed to synthesize it. The reactants are: [Br-].[CH2:2]([Zn+])[CH2:3][CH2:4][CH3:5].Cl[C:8]1[N:16]=[C:15]2[C:11]([N:12]=[CH:13][N:14]2[CH2:17][C:18]2[CH:23]=[CH:22][C:21]([O:24][CH3:25])=[CH:20][CH:19]=2)=[C:10]([C:26]2[O:27][CH:28]=[CH:29][CH:30]=2)[N:9]=1. (5) Given the product [CH3:24][C:10]1[N:9]([CH2:8][C:4]2[CH:3]=[C:2]([C:30]3[CH:31]=[CH:32][C:27]([C:26]([F:37])([F:36])[F:25])=[CH:28][CH:29]=3)[CH:7]=[CH:6][CH:5]=2)[C:17]2[C:12]([CH:11]=1)=[C:13]([C:20]([F:23])([F:22])[F:21])[C:14]([C:18]#[N:19])=[CH:15][CH:16]=2, predict the reactants needed to synthesize it. The reactants are: Br[C:2]1[CH:3]=[C:4]([CH2:8][N:9]2[C:17]3[C:12](=[C:13]([C:20]([F:23])([F:22])[F:21])[C:14]([C:18]#[N:19])=[CH:15][CH:16]=3)[CH:11]=[C:10]2[CH3:24])[CH:5]=[CH:6][CH:7]=1.[F:25][C:26]([F:37])([F:36])[C:27]1[CH:32]=[CH:31][C:30](B(O)O)=[CH:29][CH:28]=1. (6) Given the product [Cl:1][C:2]1[CH:7]=[CH:6][C:5]([C:8]#[C:9][C:10]2[CH:17]=[CH:16][C:13](/[CH:14]=[N:18]/[C:19]3[CH:31]=[CH:30][C:22]4[O:23][C:24]([CH3:28])([CH3:29])[O:25][C:26](=[O:27])[C:21]=4[CH:20]=3)=[CH:12][CH:11]=2)=[CH:4][CH:3]=1, predict the reactants needed to synthesize it. The reactants are: [Cl:1][C:2]1[CH:7]=[CH:6][C:5]([C:8]#[C:9][C:10]2[CH:17]=[CH:16][C:13]([CH:14]=O)=[CH:12][CH:11]=2)=[CH:4][CH:3]=1.[NH2:18][C:19]1[CH:31]=[CH:30][C:22]2[O:23][C:24]([CH3:29])([CH3:28])[O:25][C:26](=[O:27])[C:21]=2[CH:20]=1.O.